This data is from Forward reaction prediction with 1.9M reactions from USPTO patents (1976-2016). The task is: Predict the product of the given reaction. (1) Given the reactants [NH:1]1[CH2:11][CH2:10][CH:4]([C:5]([O:7][CH2:8][CH3:9])=[O:6])[CH2:3][CH2:2]1.[Cl:12][C:13]1[N:21]=[C:20](Cl)[C:19]([F:23])=[CH:18][C:14]=1[C:15]([OH:17])=[O:16], predict the reaction product. The product is: [Cl:12][C:13]1[N:21]=[C:20]([N:1]2[CH2:2][CH2:3][CH:4]([C:5]([O:7][CH2:8][CH3:9])=[O:6])[CH2:10][CH2:11]2)[C:19]([F:23])=[CH:18][C:14]=1[C:15]([OH:17])=[O:16]. (2) Given the reactants [BH4-].[Na+].[F:3][C:4]1[CH:5]=[N:6][CH:7]=[C:8]([C:12]2[CH:13]=[CH:14][C:15]3[O:19][C:18](=[O:20])[N:17]([CH3:21])[C:16]=3[CH:22]=2)[C:9]=1[CH:10]=[O:11], predict the reaction product. The product is: [F:3][C:4]1[C:9]([CH2:10][OH:11])=[C:8]([C:12]2[CH:13]=[CH:14][C:15]3[O:19][C:18](=[O:20])[N:17]([CH3:21])[C:16]=3[CH:22]=2)[CH:7]=[N:6][CH:5]=1.